Task: Predict the product of the given reaction.. Dataset: Forward reaction prediction with 1.9M reactions from USPTO patents (1976-2016) Given the reactants [F:1][C:2]1([F:8])[CH2:7][CH2:6][NH:5][CH2:4][CH2:3]1.[NH2:9][C:10]1[N:15]=[C:14]([C:16]2[CH:25]=[C:24]3[C:19]([CH2:20][CH2:21][N:22]([C:26](OC4C=CC([N+]([O-])=O)=CC=4)=[O:27])[CH2:23]3)=[CH:18][CH:17]=2)[CH:13]=[C:12]([N:38]2[CH2:43][CH2:42][N:41]([CH3:44])[CH2:40][CH2:39]2)[N:11]=1, predict the reaction product. The product is: [F:1][C:2]1([F:8])[CH2:7][CH2:6][N:5]([C:26]([N:22]2[CH2:21][CH2:20][C:19]3[C:24](=[CH:25][C:16]([C:14]4[CH:13]=[C:12]([N:38]5[CH2:39][CH2:40][N:41]([CH3:44])[CH2:42][CH2:43]5)[N:11]=[C:10]([NH2:9])[N:15]=4)=[CH:17][CH:18]=3)[CH2:23]2)=[O:27])[CH2:4][CH2:3]1.